This data is from Forward reaction prediction with 1.9M reactions from USPTO patents (1976-2016). The task is: Predict the product of the given reaction. (1) Given the reactants [CH3:1][C:2]1[CH:6]=[CH:5][NH:4][N:3]=1.C(=NO)C1C(=CC=CC=1)O.C(=O)([O-])[O-].[Cs+].[Cs+].Br[C:24]1[S:25][CH:26]=[CH:27][CH:28]=1, predict the reaction product. The product is: [CH3:1][C:2]1[CH:6]=[CH:5][N:4]([C:24]2[S:25][CH:26]=[CH:27][CH:28]=2)[N:3]=1. (2) Given the reactants [Cl:1][C:2]1[CH:7]=[C:6]([Cl:8])[CH:5]=[CH:4][C:3]=1[C:9]1([C:26]2[CH:31]=[CH:30][C:29]([F:32])=[CH:28][CH:27]=2)[O:13][C:12]2[CH:14]=[C:15]([F:25])[C:16]([C:18]([N:20]3[CH2:24][CH:23]=[CH:22][CH2:21]3)=[O:19])=[CH:17][C:11]=2[O:10]1.[OH2:33].C[N+]1([O-])CCOCC1.[OH2:42].O.O.O.O.S([O-])([O-])(=O)=S.[Na+].[Na+], predict the reaction product. The product is: [Cl:1][C:2]1[CH:7]=[C:6]([Cl:8])[CH:5]=[CH:4][C:3]=1[C:9]1([C:26]2[CH:27]=[CH:28][C:29]([F:32])=[CH:30][CH:31]=2)[O:13][C:12]2[CH:14]=[C:15]([F:25])[C:16]([C:18]([N:20]3[CH2:21][C@H:22]([OH:33])[C@H:23]([OH:42])[CH2:24]3)=[O:19])=[CH:17][C:11]=2[O:10]1. (3) Given the reactants [C:1]([O:5][C:6]([N:8]1[CH2:17][CH2:16][C:15]2[C:10](=[C:11]([C:18](O)=[O:19])[CH:12]=[CH:13][CH:14]=2)[CH2:9]1)=[O:7])([CH3:4])([CH3:3])[CH3:2].[S:21]1[C:25]2[CH:26]=[CH:27][CH:28]=[CH:29][C:24]=2[N:23]=[C:22]1[NH2:30].CCN=C=NCCCN(C)C, predict the reaction product. The product is: [S:21]1[C:25]2[CH:26]=[CH:27][CH:28]=[CH:29][C:24]=2[N:23]=[C:22]1[NH:30][C:18]([C:11]1[CH:12]=[CH:13][CH:14]=[C:15]2[C:10]=1[CH2:9][N:8]([C:6]([O:5][C:1]([CH3:4])([CH3:3])[CH3:2])=[O:7])[CH2:17][CH2:16]2)=[O:19]. (4) Given the reactants [Cl:1][C:2]1[CH:7]=[CH:6][C:5]([C:8]([C:10]2[N:11]([CH3:22])[C:12]([S:15][CH2:16][CH2:17][CH2:18][N:19]([CH3:21])[CH3:20])=[N:13][CH:14]=2)=[O:9])=[CH:4][CH:3]=1.[OH:23]O.O.[OH-].[Na+], predict the reaction product. The product is: [Cl:1][C:2]1[CH:7]=[CH:6][C:5]([C:8]([C:10]2[N:11]([CH3:22])[C:12]([S:15]([CH2:16][CH2:17][CH2:18][N:19]([CH3:21])[CH3:20])=[O:23])=[N:13][CH:14]=2)=[O:9])=[CH:4][CH:3]=1. (5) Given the reactants [Cl:1][C:2]1[CH:31]=[CH:30][CH:29]=[C:28]([Cl:32])[C:3]=1[C:4]([NH:6][C@@H:7]([CH2:11]/[CH:12]=[CH:13]/[C:14]1[CH:19]=[CH:18][C:17]([N:20]([CH3:27])[C:21]2[N:26]=[CH:25][CH:24]=[CH:23][N:22]=2)=[CH:16][CH:15]=1)[C:8]([OH:10])=[O:9])=[O:5].[OH-].[Na+:34], predict the reaction product. The product is: [Na+:34].[Cl:1][C:2]1[CH:31]=[CH:30][CH:29]=[C:28]([Cl:32])[C:3]=1[C:4]([NH:6][C@@H:7]([CH2:11]/[CH:12]=[CH:13]/[C:14]1[CH:15]=[CH:16][C:17]([N:20]([CH3:27])[C:21]2[N:22]=[CH:23][CH:24]=[CH:25][N:26]=2)=[CH:18][CH:19]=1)[C:8]([O-:10])=[O:9])=[O:5].